This data is from Catalyst prediction with 721,799 reactions and 888 catalyst types from USPTO. The task is: Predict which catalyst facilitates the given reaction. (1) Reactant: [NH2:1][CH2:2][CH:3]1[N:12]2[C:7](=[CH:8][C:9](=[O:18])[C:10]([C:13]([O:15][CH2:16][CH3:17])=[O:14])=[CH:11]2)[C:6]2[CH:19]=[C:20]([O:26][CH2:27][CH3:28])[C:21]([O:23][CH2:24][CH3:25])=[CH:22][C:5]=2[CH2:4]1.C(N(CC)CC)C.Br[CH2:37][CH2:38][CH2:39][CH2:40]Br. Product: [CH2:24]([O:23][C:21]1[C:20]([O:26][CH2:27][CH3:28])=[CH:19][C:6]2[C:7]3[N:12]([CH:3]([CH2:2][N:1]4[CH2:40][CH2:39][CH2:38][CH2:37]4)[CH2:4][C:5]=2[CH:22]=1)[CH:11]=[C:10]([C:13]([O:15][CH2:16][CH3:17])=[O:14])[C:9](=[O:18])[CH:8]=3)[CH3:25]. The catalyst class is: 10. (2) Reactant: [F-].C([N+](CCCC)(CCCC)CCCC)CCC.[Si]([O:26][CH2:27][CH2:28][C:29]1[CH:34]=[CH:33][CH:32]=[CH:31][C:30]=1[C:35]1[N:39]=[C:38]([C@@H:40]2[CH2:44][CH2:43][CH2:42][N:41]2[C:45]([C:47]2[CH:52]=[C:51]([CH3:53])[CH:50]=[CH:49][C:48]=2[N:54]2[N:58]=[CH:57][CH:56]=[N:55]2)=[O:46])[O:37][N:36]=1)(C(C)(C)C)(C)C. Product: [OH:26][CH2:27][CH2:28][C:29]1[CH:34]=[CH:33][CH:32]=[CH:31][C:30]=1[C:35]1[N:39]=[C:38]([C@@H:40]2[CH2:44][CH2:43][CH2:42][N:41]2[C:45]([C:47]2[CH:52]=[C:51]([CH3:53])[CH:50]=[CH:49][C:48]=2[N:54]2[N:58]=[CH:57][CH:56]=[N:55]2)=[O:46])[O:37][N:36]=1. The catalyst class is: 1. (3) Reactant: [CH3:1][O:2][C:3]1[CH:4]=[C:5]2[C:10](=[CH:11][C:12]=1[O:13][CH3:14])[N:9]=[C:8]([N:15]([CH2:17][C:18]1([C:24]3[CH:29]=[CH:28][CH:27]=[CH:26][CH:25]=3)[CH2:23][CH2:22][NH:21][CH2:20][CH2:19]1)[CH3:16])[N:7]=[C:6]2[NH2:30].[CH3:31][N:32]([CH3:37])[S:33](Cl)(=[O:35])=[O:34].C(N(CC)CC)C. Product: [CH3:31][N:32]([CH3:37])[S:33]([N:21]1[CH2:20][CH2:19][C:18]([CH2:17][N:15]([C:8]2[N:7]=[C:6]([NH2:30])[C:5]3[C:10](=[CH:11][C:12]([O:13][CH3:14])=[C:3]([O:2][CH3:1])[CH:4]=3)[N:9]=2)[CH3:16])([C:24]2[CH:29]=[CH:28][CH:27]=[CH:26][CH:25]=2)[CH2:23][CH2:22]1)(=[O:35])=[O:34]. The catalyst class is: 30. (4) Reactant: Cl.Cl.[F:3][C:4]1[CH:9]=[CH:8][C:7]([C@@H:10]2[CH2:14][N:13]([CH2:15][CH2:16][O:17][CH3:18])[CH2:12][C@H:11]2[NH2:19])=[CH:6][CH:5]=1.CCN(C(C)C)C(C)C.[CH3:29][N:30]1[CH:34]=[C:33]([C:35]2[C:39]([CH3:40])=[C:38]([NH:41][C:42](=O)[O:43]C3C=CC=CC=3)[N:37]([C:51]3[CH:56]=[CH:55][CH:54]=[CH:53][CH:52]=3)[N:36]=2)[CH:32]=[N:31]1. Product: [CH3:29][N:30]1[CH:34]=[C:33]([C:35]2[C:39]([CH3:40])=[C:38]([NH:41][C:42]([NH:19][C@H:11]3[C@H:10]([C:7]4[CH:8]=[CH:9][C:4]([F:3])=[CH:5][CH:6]=4)[CH2:14][N:13]([CH2:15][CH2:16][O:17][CH3:18])[CH2:12]3)=[O:43])[N:37]([C:51]3[CH:56]=[CH:55][CH:54]=[CH:53][CH:52]=3)[N:36]=2)[CH:32]=[N:31]1. The catalyst class is: 44. (5) Reactant: [Cl:1][C:2]1[CH:26]=[CH:25][C:5]([CH2:6][C:7]2[C:16]([OH:17])=[C:15]([C:18]([OH:20])=[O:19])[C:14]3[C:9](=[C:10]4[CH2:24][CH2:23][CH2:22][CH2:21][C:11]4=[CH:12][CH:13]=3)[N:8]=2)=[CH:4][CH:3]=1.[N:27]1([C:33](Cl)=[O:34])[CH2:32][CH2:31][O:30][CH2:29][CH2:28]1.C(N(CC)CC)C.Cl. Product: [Cl:1][C:2]1[CH:26]=[CH:25][C:5]([CH2:6][C:7]2[C:16]([O:17][C:33]([N:27]3[CH2:32][CH2:31][O:30][CH2:29][CH2:28]3)=[O:34])=[C:15]([C:18]([OH:20])=[O:19])[C:14]3[C:9](=[C:10]4[CH2:24][CH2:23][CH2:22][CH2:21][C:11]4=[CH:12][CH:13]=3)[N:8]=2)=[CH:4][CH:3]=1. The catalyst class is: 1. (6) Reactant: N1CCCC(C#N)C1.[C:9]([CH:11]1[CH2:16][C@@H:15]([NH:17][C:18]2[C:19]3[CH:26]=[CH:25][N:24]([C:27]([C:40]4[CH:45]=[CH:44][CH:43]=[CH:42][CH:41]=4)([C:34]4[CH:39]=[CH:38][CH:37]=[CH:36][CH:35]=4)[C:28]4[CH:33]=[CH:32][CH:31]=[CH:30][CH:29]=4)[C:20]=3[N:21]=[CH:22][N:23]=2)[CH2:14][N:13](C(OC(C)(C)C)=O)[CH2:12]1)#[N:10].C(O)(C(F)(F)F)=O. Product: [C:27]([N:24]1[C:20]2[N:21]=[CH:22][N:23]=[C:18]([NH:17][C@H:15]3[CH2:14][NH:13][CH2:12][CH:11]([C:9]#[N:10])[CH2:16]3)[C:19]=2[CH:26]=[CH:25]1)([C:40]1[CH:41]=[CH:42][CH:43]=[CH:44][CH:45]=1)([C:28]1[CH:33]=[CH:32][CH:31]=[CH:30][CH:29]=1)[C:34]1[CH:39]=[CH:38][CH:37]=[CH:36][CH:35]=1. The catalyst class is: 2.